The task is: Predict the product of the given reaction.. This data is from Forward reaction prediction with 1.9M reactions from USPTO patents (1976-2016). (1) Given the reactants [CH3:1][C:2]1[CH:8]=[CH:7][CH:6]=[C:5]([C:9]([F:12])([F:11])[F:10])[C:3]=1[NH2:4].[C:13]([C:15]1[CH:20]=[CH:19][C:18](F)=[CH:17][N:16]=1)#[N:14], predict the reaction product. The product is: [NH2:14][CH2:13][C:15]1[N:16]=[CH:17][C:18]([NH:4][C:3]2[C:5]([C:9]([F:10])([F:11])[F:12])=[CH:6][CH:7]=[CH:8][C:2]=2[CH3:1])=[CH:19][CH:20]=1. (2) The product is: [Cl:38][C:35]1[CH:34]=[CH:33][C:32]([C:29]2[S:30][CH:31]=[C:27]([CH2:26][S:24][C:6]3[C:7]([C:22]#[N:23])=[C:8]([C:12]4[CH:17]=[CH:16][C:15]([O:18][CH2:19][CH2:20][OH:21])=[CH:14][CH:13]=4)[C:9]([C:10]#[N:11])=[C:4]([O:3][CH2:1][CH3:2])[N:5]=3)[N:28]=2)=[CH:37][CH:36]=1. Given the reactants [CH2:1]([O:3][C:4]1[C:9]([C:10]#[N:11])=[C:8]([C:12]2[CH:17]=[CH:16][C:15]([O:18][CH2:19][CH2:20][OH:21])=[CH:14][CH:13]=2)[C:7]([C:22]#[N:23])=[C:6]([SH:24])[N:5]=1)[CH3:2].Cl[CH2:26][C:27]1[N:28]=[C:29]([C:32]2[CH:37]=[CH:36][C:35]([Cl:38])=[CH:34][CH:33]=2)[S:30][CH:31]=1.C(=O)(O)[O-].[Na+], predict the reaction product.